From a dataset of Forward reaction prediction with 1.9M reactions from USPTO patents (1976-2016). Predict the product of the given reaction. (1) Given the reactants I[C:2]1[CH:3]=[CH:4][C:5]2[N:6]([CH:8]=[C:9]([NH:11][C:12]([CH:14]3[CH2:16][CH2:15]3)=[O:13])[N:10]=2)[N:7]=1.[NH2:17][C:18]1[CH:19]=[C:20]([OH:25])[CH:21]=[CH:22][C:23]=1[Br:24].C(=O)([O-])[O-].[K+].[K+].CN(C)C=O, predict the reaction product. The product is: [NH2:17][C:18]1[CH:19]=[C:20]([CH:21]=[CH:22][C:23]=1[Br:24])[O:25][C:2]1[CH:3]=[CH:4][C:5]2[N:6]([CH:8]=[C:9]([NH:11][C:12]([CH:14]3[CH2:16][CH2:15]3)=[O:13])[N:10]=2)[N:7]=1. (2) Given the reactants [F:1][S:2]([F:40])([F:39])([F:38])([F:37])[C:3]1[CH:8]=[CH:7][C:6]([C:9]2[CH:10]=[C:11]3[C:16](=[C:17]([O:19]COCC[Si](C)(C)C)[CH:18]=2)[N:15]=[CH:14][N:13](COCC[Si](C)(C)C)[C:12]3=[O:36])=[CH:5][CH:4]=1.O, predict the reaction product. The product is: [F:38][S:2]([F:1])([F:37])([F:39])([F:40])[C:3]1[CH:4]=[CH:5][C:6]([C:9]2[CH:10]=[C:11]3[C:16](=[C:17]([OH:19])[CH:18]=2)[N:15]=[CH:14][NH:13][C:12]3=[O:36])=[CH:7][CH:8]=1. (3) The product is: [Br:1][C:2]1[C:7](=[O:8])[N:6]([CH2:9][C:10]2[N:11]([CH2:12][C:13]3[CH:18]=[CH:17][N:16]=[CH:15][CH:14]=3)[N:33]=[N:32][N:31]=2)[N:5]=[CH:4][C:3]=1[NH:20][C@@H:21]1[CH2:26][C@@H:25]2[CH2:27][C@@H:23]([C:24]2([CH3:29])[CH3:28])[C@H:22]1[CH3:30]. Given the reactants [Br:1][C:2]1[C:7](=[O:8])[N:6]([CH2:9][C:10](=S)[NH:11][CH2:12][C:13]2[CH:18]=[CH:17][N:16]=[CH:15][CH:14]=2)[N:5]=[CH:4][C:3]=1[NH:20][C@@H:21]1[CH2:26][C@@H:25]2[CH2:27][C@@H:23]([C:24]2([CH3:29])[CH3:28])[C@H:22]1[CH3:30].[N:31]([Si](C)(C)C)=[N+:32]=[N-:33].C(OCC)(=O)C, predict the reaction product. (4) Given the reactants [CH3:1][C:2]1[O:3][CH:4]=[C:5]([CH:7]([CH3:12])[C:8]([O:10][CH3:11])=[O:9])[N:6]=1.C1C(=O)N([Br:20])C(=O)C1.CC(N=NC(C#N)(C)C)(C#N)C, predict the reaction product. The product is: [Br:20][C:7]([C:5]1[N:6]=[C:2]([CH3:1])[O:3][CH:4]=1)([CH3:12])[C:8]([O:10][CH3:11])=[O:9]. (5) The product is: [Si:20]([O:19][CH2:18][CH2:17][CH:9]([C:4]1[CH:5]=[CH:6][CH:7]=[CH:8][C:3]=1[C:2]([F:12])([F:13])[F:1])[C:10]#[N:11])([C:23]([CH3:26])([CH3:25])[CH3:24])([CH3:22])[CH3:21]. Given the reactants [F:1][C:2]([F:13])([F:12])[C:3]1[CH:8]=[CH:7][CH:6]=[CH:5][C:4]=1[CH2:9][C:10]#[N:11].[OH-].[Na+].Br[CH2:17][CH2:18][O:19][Si:20]([C:23]([CH3:26])([CH3:25])[CH3:24])([CH3:22])[CH3:21].O, predict the reaction product. (6) Given the reactants [N:1]1([CH2:6][CH2:7][NH:8][C:9]([NH:11][C:12]2[S:13][C:14]3[CH:20]=[C:19]([SH:21])[CH:18]=[CH:17][C:15]=3[N:16]=2)=[O:10])[CH2:5][CH2:4][CH2:3][CH2:2]1.P([O-])(O)(O)=O.[K+].SCC(C(CS)O)O.Cl[C:37]1[N:41]2[N:42]=[C:43]([O:46][CH3:47])[CH:44]=[CH:45][C:40]2=[N:39][N:38]=1, predict the reaction product. The product is: [CH3:47][O:46][C:43]1[CH:44]=[CH:45][C:40]2[N:41]([C:37]([S:21][C:19]3[CH:18]=[CH:17][C:15]4[N:16]=[C:12]([NH:11][C:9]([NH:8][CH2:7][CH2:6][N:1]5[CH2:2][CH2:3][CH2:4][CH2:5]5)=[O:10])[S:13][C:14]=4[CH:20]=3)=[N:38][N:39]=2)[N:42]=1.